From a dataset of Reaction yield outcomes from USPTO patents with 853,638 reactions. Predict the reaction yield, written as a fraction of the theoretical maximum amount of product (1.0 means a 100% yield; for example, 0.34 means a 34% yield). (1) The reactants are [Cl:1][C:2]1[CH:3]=[C:4]([CH:30]=[O:31])[C:5]2[C:6]([CH:29]=1)=[N:7][N:8]([CH2:10][C:11]([NH:15][C:16](=[O:28])[C:17]1[CH:22]=[CH:21][C:20]([O:23][C:24]([F:27])([F:26])[F:25])=[CH:19][CH:18]=1)([C:13]#[N:14])[CH3:12])[N:9]=2.C(O[BH-](OC(=O)C)OC(=O)C)(=O)C.[Na+]. The catalyst is C(O)C. The product is [Cl:1][C:2]1[CH:3]=[C:4]([CH2:30][OH:31])[C:5]2[C:6]([CH:29]=1)=[N:7][N:8]([CH2:10][C:11]([NH:15][C:16](=[O:28])[C:17]1[CH:18]=[CH:19][C:20]([O:23][C:24]([F:25])([F:27])[F:26])=[CH:21][CH:22]=1)([C:13]#[N:14])[CH3:12])[N:9]=2. The yield is 0.670. (2) The reactants are [Br:1][C:2]1[CH:15]=[CH:14][C:5]([CH2:6][S:7]([CH2:10][C:11](O)=O)(=[O:9])=[O:8])=[CH:4][CH:3]=1.[F:16][C:17]1[CH:24]=[CH:23][C:20](C=O)=[CH:19][CH:18]=1. No catalyst specified. The product is [Br:1][C:2]1[CH:15]=[CH:14][C:5]([CH2:6][S:7](/[CH:10]=[CH:11]/[C:20]2[CH:23]=[CH:24][C:17]([F:16])=[CH:18][CH:19]=2)(=[O:9])=[O:8])=[CH:4][CH:3]=1. The yield is 0.820. (3) The reactants are [C:1]([O:8][CH3:9])(=[O:7])/[CH:2]=[CH:3]/[C:4]([OH:6])=[O:5].Cl[CH2:11][C:12]([N:14]1[CH2:18][CH2:17][CH2:16][C@H:15]1[C:19]([O:21][C:22]([CH3:25])([CH3:24])[CH3:23])=[O:20])=[O:13]. The catalyst is CN1C(=O)CCC1. The product is [C:4]([O:6][CH2:11][C:12]([N:14]1[CH2:18][CH2:17][CH2:16][C@H:15]1[C:19]([O:21][C:22]([CH3:25])([CH3:24])[CH3:23])=[O:20])=[O:13])(=[O:5])/[CH:3]=[CH:2]/[C:1]([O:8][CH3:9])=[O:7]. The yield is 0.340. (4) The reactants are [CH2:1]([O:8][C:9]([NH:11][C:12]1[C:13]([C:28]([O:30]CC)=[O:29])=[N:14][C:15]2[C:20]([CH:21]=1)=[CH:19][CH:18]=[C:17]([N:22]1[CH2:27][CH2:26][O:25][CH2:24][CH2:23]1)[CH:16]=2)=[O:10])[C:2]1[CH:7]=[CH:6][CH:5]=[CH:4][CH:3]=1.[OH-].[Na+].Cl. The catalyst is O1CCOCC1. The product is [CH2:1]([O:8][C:9]([NH:11][C:12]1[C:13]([C:28]([OH:30])=[O:29])=[N:14][C:15]2[C:20]([CH:21]=1)=[CH:19][CH:18]=[C:17]([N:22]1[CH2:23][CH2:24][O:25][CH2:26][CH2:27]1)[CH:16]=2)=[O:10])[C:2]1[CH:7]=[CH:6][CH:5]=[CH:4][CH:3]=1. The yield is 0.690. (5) The reactants are Br[C:2]1[CH:3]=[CH:4][C:5]([N+:12]([O-:14])=[O:13])=[C:6]2[C:11]=1[N:10]=[CH:9][CH:8]=[CH:7]2.[OH-].[NH4+].[CH3:17][N:18](C=O)C. The catalyst is [C-]#N.[Zn+2].[C-]#N.C1(P([C-]2C=CC=C2)C2C=CC=CC=2)C=CC=CC=1.[C-]1(P(C2C=CC=CC=2)C2C=CC=CC=2)C=CC=C1.[Fe+2]. The product is [N+:12]([C:5]1[CH:4]=[CH:3][C:2]([C:17]#[N:18])=[C:11]2[C:6]=1[CH:7]=[CH:8][CH:9]=[N:10]2)([O-:14])=[O:13]. The yield is 0.510. (6) The reactants are [O:1]1[CH2:6][CH2:5][CH2:4][CH2:3][CH:2]1[N:7]1[C:15]2[C:10](=[CH:11][C:12]([C:16]3[N:20]=[CH:19][N:18]([C:21]([C:34]4[CH:39]=[CH:38][CH:37]=[CH:36][CH:35]=4)([C:28]4[CH:33]=[CH:32][CH:31]=[CH:30][CH:29]=4)[C:22]4[CH:27]=[CH:26][CH:25]=[CH:24][CH:23]=4)[N:17]=3)=[CH:13][CH:14]=2)[C:9]([C:40]2[CH:41]=[C:42]([CH:47]=[CH:48][CH:49]=2)[C:43](OC)=[O:44])=[N:8]1.O.[OH-].[Li+].[NH2:53][CH:54]1[CH2:62][C:61]2[C:56](=[CH:57][CH:58]=[CH:59][CH:60]=2)[CH2:55]1.O.ON1C2C=CC=CC=2N=N1.Cl.CN(C)CCCN=C=NCC. The yield is 0.740. The catalyst is O1CCCC1.O1CCCC1.O. The product is [CH2:55]1[C:56]2[C:61](=[CH:60][CH:59]=[CH:58][CH:57]=2)[CH2:62][CH:54]1[NH:53][C:43]([C:42]1[CH:47]=[CH:48][CH:49]=[C:40]([C:9]2[C:10]3[C:15](=[CH:14][CH:13]=[C:12]([C:16]4[N:20]=[CH:19][N:18]([C:21]([C:28]5[CH:29]=[CH:30][CH:31]=[CH:32][CH:33]=5)([C:34]5[CH:39]=[CH:38][CH:37]=[CH:36][CH:35]=5)[C:22]5[CH:27]=[CH:26][CH:25]=[CH:24][CH:23]=5)[N:17]=4)[CH:11]=3)[N:7]([CH:2]3[CH2:3][CH2:4][CH2:5][CH2:6][O:1]3)[N:8]=2)[CH:41]=1)=[O:44]. (7) The reactants are [OH:1][C:2]1[CH:9]=[CH:8][C:5]([CH:6]=[O:7])=[CH:4][CH:3]=1.[CH3:10][N:11]1[CH2:16][CH2:15][NH:14][CH2:13][CH2:12]1.[CH2:17]=O. The catalyst is CCO. The product is [OH:1][C:2]1[CH:9]=[CH:8][C:5]([CH:6]=[O:7])=[CH:4][C:3]=1[CH2:10][N:11]1[CH2:16][CH2:15][N:14]([CH3:17])[CH2:13][CH2:12]1. The yield is 0.570. (8) The reactants are [Br:1][C:2]1[CH:7]=[CH:6][C:5]([N:8]2[C:12](=[O:13])[NH:11][N:10]=[CH:9]2)=[C:4]([F:14])[CH:3]=1.[OH-].[K+].Br[CH:18]([CH3:20])[CH3:19]. The catalyst is CN(C)C=O. The product is [Br:1][C:2]1[CH:7]=[CH:6][C:5]([N:8]2[C:12](=[O:13])[N:11]([CH:18]([CH3:20])[CH3:19])[N:10]=[CH:9]2)=[C:4]([F:14])[CH:3]=1. The yield is 0.660. (9) The reactants are N1C=CN=C1.[CH3:6][C:7]([Si:10](Cl)([CH3:12])[CH3:11])([CH3:9])[CH3:8].[CH2:14]([C:16]1[O:17][C:18]([CH2:21][CH2:22][OH:23])=[CH:19][CH:20]=1)[CH3:15]. The catalyst is CN(C=O)C.C(OCC)C. The product is [C:7]([Si:10]([O:23][CH2:22][CH2:21][C:18]1[O:17][C:16]([CH2:14][CH3:15])=[CH:20][CH:19]=1)([CH3:12])[CH3:11])([CH3:9])([CH3:8])[CH3:6]. The yield is 0.803.